From a dataset of Reaction yield outcomes from USPTO patents with 853,638 reactions. Predict the reaction yield, written as a fraction of the theoretical maximum amount of product (1.0 means a 100% yield; for example, 0.34 means a 34% yield). (1) The reactants are [CH2:1]([O:8][C:9]1[N:10]=[N:11][C:12]([CH2:23][C:24]2[CH:29]=[CH:28][C:27](F)=[CH:26][CH:25]=2)=[CH:13][C:14]=1[O:15][CH2:16][C:17]1[CH:22]=[CH:21][CH:20]=[CH:19][CH:18]=1)[C:2]1[CH:7]=[CH:6][CH:5]=[CH:4][CH:3]=1.[CH2:31](OC1N=NC(Cl)=CC=1OCC1C=CC=CC=1)C1C=CC=CC=1.[Cl-].CC1C=CC(C[Zn+])=CC=1. No catalyst specified. The product is [CH2:1]([O:8][C:9]1[N:10]=[N:11][C:12]([CH2:23][C:24]2[CH:29]=[CH:28][C:27]([CH3:31])=[CH:26][CH:25]=2)=[CH:13][C:14]=1[O:15][CH2:16][C:17]1[CH:22]=[CH:21][CH:20]=[CH:19][CH:18]=1)[C:2]1[CH:7]=[CH:6][CH:5]=[CH:4][CH:3]=1. The yield is 0.450. (2) The reactants are [C:1]1([C:7]2[C:16]3[C:11](=[CH:12][CH:13]=[CH:14][CH:15]=3)[N:10]=[C:9]([NH:17][C:18]3[CH:26]=[CH:25][C:21]([C:22](O)=[O:23])=[CH:20][CH:19]=3)[N:8]=2)[CH:6]=[CH:5][CH:4]=[CH:3][CH:2]=1.[NH2:27][C:28]1[CH:29]=[C:30]([CH:35]=[CH:36][C:37]=1[CH3:38])[C:31]([O:33]C)=[O:32].CCN(C(C)C)C(C)C.CN(C(ON1N=NC2C=CC=NC1=2)=[N+](C)C)C.F[P-](F)(F)(F)(F)F.[OH-].[Na+]. The catalyst is CN(C)C=O.ClCCl.CO.O1CCCC1. The product is [CH3:38][C:37]1[CH:36]=[CH:35][C:30]([C:31]([OH:33])=[O:32])=[CH:29][C:28]=1[NH:27][C:22]([C:21]1[CH:20]=[CH:19][C:18]([NH:17][C:9]2[N:8]=[C:7]([C:1]3[CH:6]=[CH:5][CH:4]=[CH:3][CH:2]=3)[C:16]3[C:11](=[CH:12][CH:13]=[CH:14][CH:15]=3)[N:10]=2)=[CH:26][CH:25]=1)=[O:23]. The yield is 0.860.